Task: Predict the reactants needed to synthesize the given product.. Dataset: Full USPTO retrosynthesis dataset with 1.9M reactions from patents (1976-2016) (1) Given the product [N+:17]([C:15]1[CH:16]=[C:11]([C:10]2[O:21][C:2]3[CH:7]=[CH:6][C:5]([CH3:8])=[CH:4][C:3]=3[N:9]=2)[C:12]([F:20])=[CH:13][CH:14]=1)([O-:19])=[O:18], predict the reactants needed to synthesize it. The reactants are: O[C:2]1[CH:7]=[CH:6][C:5]([CH3:8])=[CH:4][C:3]=1[NH:9][C:10](=[O:21])[C:11]1[CH:16]=[C:15]([N+:17]([O-:19])=[O:18])[CH:14]=[CH:13][C:12]=1[F:20].O.C1(C)C=CC(S(O)(=O)=O)=CC=1. (2) Given the product [CH3:1][O:2][C:3]([C:5]1([NH:11][C:17]([O:16][C:12]([CH3:15])([CH3:14])[CH3:13])=[O:18])[CH2:6][CH2:7][CH2:8][CH2:9][CH2:10]1)=[O:4], predict the reactants needed to synthesize it. The reactants are: [CH3:1][O:2][C:3]([C:5]1([NH2:11])[CH2:10][CH2:9][CH2:8][CH2:7][CH2:6]1)=[O:4].[C:12]([O:16][C:17](O[C:17]([O:16][C:12]([CH3:15])([CH3:14])[CH3:13])=[O:18])=[O:18])([CH3:15])([CH3:14])[CH3:13]. (3) Given the product [C:22]([N:20]1[CH2:19][CH2:18][N:17]([C:26]([O:28][C:29]([CH3:32])([CH3:31])[CH3:30])=[O:27])[C@@H:16]([C:14]([N:11]2[CH2:10][CH2:9][NH:8][CH2:13][CH2:12]2)=[O:15])[CH2:21]1)([CH3:23])([CH3:24])[CH3:25], predict the reactants needed to synthesize it. The reactants are: C([N:8]1[CH2:13][CH2:12][N:11]([C:14]([C@H:16]2[CH2:21][N:20]([C:22]([CH3:25])([CH3:24])[CH3:23])[CH2:19][CH2:18][N:17]2[C:26]([O:28][C:29]([CH3:32])([CH3:31])[CH3:30])=[O:27])=[O:15])[CH2:10][CH2:9]1)C1C=CC=CC=1. (4) Given the product [CH3:13][O:14][C:15]1[CH:24]=[CH:23][C:22]([CH2:25][OH:26])=[CH:21][C:16]=1[C:17]([O:19][CH3:20])=[O:18], predict the reactants needed to synthesize it. The reactants are: C(OCC)(=O)C.CCCCCC.[CH3:13][O:14][C:15]1[CH:24]=[CH:23][C:22]([CH:25]=[O:26])=[CH:21][C:16]=1[C:17]([O:19][CH3:20])=[O:18].O1CCCC1.B.Cl. (5) Given the product [NH2:10][C:4]1[CH:3]=[C:2]([Cl:1])[C:7]([CH3:8])=[CH:6][C:5]=1[OH:9], predict the reactants needed to synthesize it. The reactants are: [Cl:1][C:2]1[C:7]([CH3:8])=[CH:6][C:5]([OH:9])=[C:4]([N+:10]([O-])=O)[CH:3]=1.Cl.[Cl-].[NH4+].